From a dataset of Forward reaction prediction with 1.9M reactions from USPTO patents (1976-2016). Predict the product of the given reaction. (1) Given the reactants [Cl:1][C:2]1[CH:10]=[C:9]2[C:5]([CH:6]([C:12]3[CH:17]=[CH:16][CH:15]=[C:14]([O:18][CH3:19])[CH:13]=3)[C:7](=[O:11])[NH:8]2)=[CH:4][CH:3]=1.[CH2:20](Br)[C:21]1[CH:26]=[CH:25][CH:24]=[CH:23][CH:22]=1.[I-].[K+].C(=O)([O-])[O-].[K+].[K+], predict the reaction product. The product is: [CH2:20]([C:6]1([C:12]2[CH:17]=[CH:16][CH:15]=[C:14]([O:18][CH3:19])[CH:13]=2)[C:5]2[C:9](=[CH:10][C:2]([Cl:1])=[CH:3][CH:4]=2)[NH:8][C:7]1=[O:11])[C:21]1[CH:26]=[CH:25][CH:24]=[CH:23][CH:22]=1. (2) Given the reactants [F:1][C:2]([F:13])([F:12])[C:3]1[CH:8]=[CH:7][CH:6]=[CH:5][C:4]=1B(O)O.I[C:15]1[N:20]=[C:19]([NH2:21])[N:18]=[C:17]([NH:22][CH3:23])[CH:16]=1, predict the reaction product. The product is: [CH3:23][NH:22][C:17]1[CH:16]=[C:15]([C:4]2[CH:5]=[CH:6][CH:7]=[CH:8][C:3]=2[C:2]([F:13])([F:12])[F:1])[N:20]=[C:19]([NH2:21])[N:18]=1. (3) Given the reactants Cl[CH2:2][C:3]1[C:12]2[C:7](=[CH:8][CH:9]=[CH:10][CH:11]=2)[CH:6]=[CH:5][CH:4]=1.[K].[C:14]1(=[O:24])[NH:18][C:17](=[O:19])[C:16]2=[CH:20][CH:21]=[CH:22][CH:23]=[C:15]12, predict the reaction product. The product is: [C:3]1([CH2:2][N:18]2[C:14](=[O:24])[C:15]3[C:16](=[CH:20][CH:21]=[CH:22][CH:23]=3)[C:17]2=[O:19])[C:12]2[C:7](=[CH:8][CH:9]=[CH:10][CH:11]=2)[CH:6]=[CH:5][CH:4]=1. (4) The product is: [CH3:1][O:2][C:3]1[CH:8]=[C:7]([O:9][CH3:10])[CH:6]=[CH:5][C:4]=1[C:11]1[C:19]2[C:14](=[C:15]([F:20])[CH:16]=[CH:17][CH:18]=2)[N:13]([CH2:24][CH2:25][CH3:26])[N:12]=1. Given the reactants [CH3:1][O:2][C:3]1[CH:8]=[C:7]([O:9][CH3:10])[CH:6]=[CH:5][C:4]=1[C:11]1[C:19]2[C:14](=[C:15]([F:20])[CH:16]=[CH:17][CH:18]=2)[NH:13][N:12]=1.[H-].[Na+].I[CH2:24][CH2:25][CH3:26], predict the reaction product.